This data is from Reaction yield outcomes from USPTO patents with 853,638 reactions. The task is: Predict the reaction yield, written as a fraction of the theoretical maximum amount of product (1.0 means a 100% yield; for example, 0.34 means a 34% yield). (1) The reactants are [NH2:1][C:2]1[S:3][C:4]([C:8]([O:10]CC)=[O:9])=[C:5]([CH3:7])[N:6]=1.O1CCCC1.[OH-].[Na+]. The catalyst is O. The product is [NH2:1][C:2]1[S:3][C:4]([C:8]([OH:10])=[O:9])=[C:5]([CH3:7])[N:6]=1. The yield is 0.750. (2) The yield is 0.700. The catalyst is O1CCOCC1.O.C1C=CC(P(C2C=CC=CC=2)[C-]2C=CC=C2)=CC=1.C1C=CC(P(C2C=CC=CC=2)[C-]2C=CC=C2)=CC=1.Cl[Pd]Cl.[Fe+2]. The reactants are CC1(C)C(C)(C)OB([C:9]2[CH:10]=[C:11]3[C:15](=[CH:16][CH:17]=2)[N:14]([C:18]([O:20][C:21]([CH3:24])([CH3:23])[CH3:22])=[O:19])[CH2:13][CH2:12]3)O1.C([O-])([O-])=O.[K+].[K+].Br[C:33]1[C:34]([C:39]#[N:40])=[N:35][N:36]([CH3:38])[CH:37]=1. The product is [C:39]([C:34]1[C:33]([C:9]2[CH:10]=[C:11]3[C:15](=[CH:16][CH:17]=2)[N:14]([C:18]([O:20][C:21]([CH3:22])([CH3:23])[CH3:24])=[O:19])[CH2:13][CH2:12]3)=[CH:37][N:36]([CH3:38])[N:35]=1)#[N:40].